From a dataset of Reaction yield outcomes from USPTO patents with 853,638 reactions. Predict the reaction yield, written as a fraction of the theoretical maximum amount of product (1.0 means a 100% yield; for example, 0.34 means a 34% yield). (1) The reactants are [CH3:1][S:2]([CH2:5][CH2:6][CH2:7][O:8][C:9]1[CH:14]=[CH:13][C:12]([C:15]2[CH:20]=[CH:19][CH:18]=[C:17]([CH2:21]O)[CH:16]=2)=[CH:11][C:10]=1[C:23]([F:26])([F:25])[F:24])(=[O:4])=[O:3].P(Br)(Br)[Br:28]. The catalyst is C(Cl)Cl.C(OC(=O)C)C.O. The product is [Br:28][CH2:21][C:17]1[CH:16]=[C:15]([C:12]2[CH:13]=[CH:14][C:9]([O:8][CH2:7][CH2:6][CH2:5][S:2]([CH3:1])(=[O:4])=[O:3])=[C:10]([C:23]([F:26])([F:25])[F:24])[CH:11]=2)[CH:20]=[CH:19][CH:18]=1. The yield is 0.690. (2) The reactants are [Br:1][C:2]1[CH:9]=[CH:8][C:5]([C:6]#N)=[C:4]([O:10][CH3:11])[CH:3]=1.[OH-:12].[Na+].[O:14]1CCOCC1. No catalyst specified. The product is [Br:1][C:2]1[CH:9]=[CH:8][C:5]([C:6]([OH:14])=[O:12])=[C:4]([O:10][CH3:11])[CH:3]=1. The yield is 0.370.